Dataset: Peptide-MHC class II binding affinity with 134,281 pairs from IEDB. Task: Regression. Given a peptide amino acid sequence and an MHC pseudo amino acid sequence, predict their binding affinity value. This is MHC class II binding data. (1) The binding affinity (normalized) is 0.172. The MHC is HLA-DPA10201-DPB11401 with pseudo-sequence HLA-DPA10201-DPB11401. The peptide sequence is FDHEFTFGWDELLSK. (2) The peptide sequence is LPIGTRSVETDKGPL. The MHC is DRB1_0801 with pseudo-sequence DRB1_0801. The binding affinity (normalized) is 0.488. (3) The peptide sequence is VCGMFTNRSGSQQW. The MHC is HLA-DQA10501-DQB10301 with pseudo-sequence HLA-DQA10501-DQB10301. The binding affinity (normalized) is 0.0798. (4) The peptide sequence is HPTSCMVNHSTYYVH. The MHC is DRB1_0101 with pseudo-sequence DRB1_0101. The binding affinity (normalized) is 0.577. (5) The binding affinity (normalized) is 0.409. The MHC is DRB1_0802 with pseudo-sequence DRB1_0802. The peptide sequence is RDCLIAHGAANTITE. (6) The binding affinity (normalized) is 0.804. The peptide sequence is YDKFLSNVSTVLTGK. The MHC is DRB1_0101 with pseudo-sequence DRB1_0101.